Dataset: Forward reaction prediction with 1.9M reactions from USPTO patents (1976-2016). Task: Predict the product of the given reaction. (1) Given the reactants C1(O[C:8](=O)[C:9]2[C:14]([OH:15])=[C:13]([C:16]([CH3:19])([CH3:18])[CH3:17])[CH:12]=[C:11]([Br:20])[C:10]=2[CH3:21])C=CC=CC=1.[NH2:23][C:24]1[CH:29]=[C:28]([Cl:30])[CH:27]=[CH:26][C:25]=1[S:31]([NH2:34])(=[O:33])=[O:32].BrCl, predict the reaction product. The product is: [Br:20][C:11]1[CH:12]=[C:13]([C:16]([CH3:17])([CH3:18])[CH3:19])[C:14]([OH:15])=[C:9]([C:8]2[NH:34][S:31](=[O:33])(=[O:32])[C:25]3[CH:26]=[CH:27][C:28]([Cl:30])=[CH:29][C:24]=3[N:23]=2)[C:10]=1[CH3:21]. (2) Given the reactants [C:1]([O:5][C:6](=[O:16])[NH:7][C:8]1[S:9][C:10](I)=[CH:11][C:12]=1[C:13]#[N:14])([CH3:4])([CH3:3])[CH3:2].[N:17]1([C:23]2[CH:28]=[CH:27][C:26](B3OC(C)(C)C(C)(C)O3)=[CH:25][N:24]=2)[CH2:22][CH2:21][CH2:20][CH2:19][CH2:18]1, predict the reaction product. The product is: [C:1]([O:5][C:6](=[O:16])[NH:7][C:8]1[S:9][C:10]([C:26]2[CH:25]=[N:24][C:23]([N:17]3[CH2:18][CH2:19][CH2:20][CH2:21][CH2:22]3)=[CH:28][CH:27]=2)=[CH:11][C:12]=1[C:13]#[N:14])([CH3:4])([CH3:3])[CH3:2]. (3) Given the reactants ClC1C=C(F)C=CC=1N1CCN([C:15]([C:17]2[CH:22]=[CH:21][CH:20]=[C:19](Cl)[C:18]=2[Cl:24])=[O:16])CC1=O.[I:26][C:27]1[CH:28]=[CH:29][C:30]([O:40][CH3:41])=[C:31]([N:33]2[CH2:38][CH2:37][NH:36][CH2:35][C:34]2=[O:39])[CH:32]=1.FC1C([C:52]([F:55])([F:54])[F:53])=CC=CC=1C(Cl)=O.ClC1C=C(F)C=CC=1N1CCNCC1=O.ClC1C(Cl)=CC=CC=1C(Cl)=O, predict the reaction product. The product is: [Cl:24][C:18]1[C:19]([C:52]([F:55])([F:54])[F:53])=[CH:20][CH:21]=[CH:22][C:17]=1[C:15]([N:36]1[CH2:37][CH2:38][N:33]([C:31]2[CH:32]=[C:27]([I:26])[CH:28]=[CH:29][C:30]=2[O:40][CH3:41])[C:34](=[O:39])[CH2:35]1)=[O:16]. (4) Given the reactants [F:1][C:2]1[CH:27]=[CH:26][CH:25]=[C:24]([F:28])[C:3]=1[CH2:4][O:5][C:6]1[C:7]2[N:8]([C:12]([C:16]([NH:18][CH:19]([CH2:22][OH:23])[CH2:20][OH:21])=[O:17])=[C:13]([CH3:15])[N:14]=2)[CH:9]=[CH:10][CH:11]=1.[H-].[Na+].I[CH2:32][CH3:33].CO, predict the reaction product. The product is: [F:1][C:2]1[CH:27]=[CH:26][CH:25]=[C:24]([F:28])[C:3]=1[CH2:4][O:5][C:6]1[C:7]2[N:8]([C:12]([C:16]([NH:18][CH:19]([CH2:22][OH:23])[CH2:20][O:21][CH2:32][CH3:33])=[O:17])=[C:13]([CH3:15])[N:14]=2)[CH:9]=[CH:10][CH:11]=1.